This data is from Full USPTO retrosynthesis dataset with 1.9M reactions from patents (1976-2016). The task is: Predict the reactants needed to synthesize the given product. The reactants are: C([O:8][CH2:9]/[CH:10]=[CH:11]\[CH2:12][C@@H:13]([O:25][C:26]1[CH:31]=[CH:30][C:29]([F:32])=[C:28]([CH3:33])[CH:27]=1)[C:14]([N:16]1[C@@H:20]([CH:21]([CH3:23])[CH3:22])[CH2:19][O:18][C:17]1=[O:24])=[O:15])C1C=CC=CC=1. Given the product [F:32][C:29]1[CH:30]=[CH:31][C:26]([O:25][C@H:13]([CH2:12][CH2:11][CH2:10][CH2:9][OH:8])[C:14]([N:16]2[C@@H:20]([CH:21]([CH3:23])[CH3:22])[CH2:19][O:18][C:17]2=[O:24])=[O:15])=[CH:27][C:28]=1[CH3:33], predict the reactants needed to synthesize it.